From a dataset of Reaction yield outcomes from USPTO patents with 853,638 reactions. Predict the reaction yield, written as a fraction of the theoretical maximum amount of product (1.0 means a 100% yield; for example, 0.34 means a 34% yield). (1) The reactants are [Br:1][C:2]1[N:7]=[C:6](Cl)[C:5]([NH:9][C:10]([NH:12][C:13](=[O:20])[C:14]2[CH:19]=[CH:18][CH:17]=[CH:16][CH:15]=2)=[S:11])=[CH:4][CH:3]=1.[O-]CC.[Na+].O. The catalyst is CN1CCCC1=O. The product is [Br:1][C:2]1[N:7]=[C:6]2[S:11][C:10]([NH:12][C:13](=[O:20])[C:14]3[CH:19]=[CH:18][CH:17]=[CH:16][CH:15]=3)=[N:9][C:5]2=[CH:4][CH:3]=1. The yield is 0.760. (2) The reactants are [NH:1]1[C:9]2[CH:8]=[CH:7][CH:6]=[C:5]([C:10]([O:12][CH3:13])=[O:11])[C:4]=2[CH:3]=[CH:2]1.[H-].[Na+].[CH2:16](Br)[C:17]1[CH:22]=[CH:21][CH:20]=[CH:19][CH:18]=1. The yield is 0.920. The catalyst is CN(C=O)C. The product is [CH2:16]([N:1]1[C:9]2[CH:8]=[CH:7][CH:6]=[C:5]([C:10]([O:12][CH3:13])=[O:11])[C:4]=2[CH:3]=[CH:2]1)[C:17]1[CH:22]=[CH:21][CH:20]=[CH:19][CH:18]=1. (3) The reactants are C([O:4][C:5]1[C:14]2[C:9](=[CH:10][C:11]([O:15][CH3:16])=[CH:12][CH:13]=2)[CH:8]=[C:7]([CH2:17][CH3:18])[C:6]=1[C:19]1[CH:24]=[CH:23][CH:22]=[CH:21][CH:20]=1)(=O)C.C[O-].[Na+].ClC1C(=O)C(C#N)=C(C#N)C(=O)C=1Cl. The catalyst is CO.C1COCC1. The product is [CH2:17]([C:7]1[C:6]([C:19]2[CH:24]=[CH:23][CH:22]=[CH:21][CH:20]=2)=[C:5]([OH:4])[C:14]2[C:9]([CH:8]=1)=[CH:10][C:11]([O:15][CH3:16])=[CH:12][CH:13]=2)[CH3:18]. The yield is 0.980.